From a dataset of Forward reaction prediction with 1.9M reactions from USPTO patents (1976-2016). Predict the product of the given reaction. Given the reactants [O:1]=[C:2]1[C:8]2[CH:9]=[CH:10][CH:11]=[CH:12][C:7]=2[O:6][C:5]2[S:13][C:14](C(O)=O)=[CH:15][C:4]=2[NH:3]1, predict the reaction product. The product is: [S:13]1[C:5]2[O:6][C:7]3[CH:12]=[CH:11][CH:10]=[CH:9][C:8]=3[C:2](=[O:1])[NH:3][C:4]=2[CH:15]=[CH:14]1.